Dataset: Reaction yield outcomes from USPTO patents with 853,638 reactions. Task: Predict the reaction yield, written as a fraction of the theoretical maximum amount of product (1.0 means a 100% yield; for example, 0.34 means a 34% yield). (1) The reactants are [C:1]1([C:7]2[CH2:13][CH2:12][CH2:11][C:10]3[CH:14]=[CH:15][CH:16]=[CH:17][C:9]=3[C:8]=2[C:18]2[CH:23]=[CH:22][C:21](OS(C(F)(F)F)(=O)=O)=[CH:20][CH:19]=2)[CH:6]=[CH:5][CH:4]=[CH:3][CH:2]=1.[C:32](#[N:35])[CH:33]=[CH2:34].C(N(CC)CC)C. The catalyst is CN(C=O)C.Cl[Pd](Cl)([P](C1C=CC=CC=1)(C1C=CC=CC=1)C1C=CC=CC=1)[P](C1C=CC=CC=1)(C1C=CC=CC=1)C1C=CC=CC=1. The product is [C:1]1([C:7]2[CH2:13][CH2:12][CH2:11][C:10]3[CH:14]=[CH:15][CH:16]=[CH:17][C:9]=3[C:8]=2[C:18]2[CH:23]=[CH:22][C:21]([CH:34]=[CH:33][C:32]#[N:35])=[CH:20][CH:19]=2)[CH:6]=[CH:5][CH:4]=[CH:3][CH:2]=1. The yield is 0.460. (2) The reactants are [CH3:1][O:2][CH2:3][N:4]1[C:12]2[C:7](=[CH:8][CH:9]=[CH:10][C:11]=2[N+:13]([O-])=O)[CH:6]=[C:5]1[C:16]([O:18][CH2:19][CH3:20])=[O:17].C(O)C. The catalyst is [C].[Pd].O1CCCC1. The product is [NH2:13][C:11]1[CH:10]=[CH:9][CH:8]=[C:7]2[C:12]=1[N:4]([CH2:3][O:2][CH3:1])[C:5]([C:16]([O:18][CH2:19][CH3:20])=[O:17])=[CH:6]2. The yield is 0.910.